From a dataset of Catalyst prediction with 721,799 reactions and 888 catalyst types from USPTO. Predict which catalyst facilitates the given reaction. (1) Reactant: [Cl:1][C:2]1[CH:9]=[C:8]([NH:10][CH2:11][CH3:12])[C:5]([CH:6]=O)=[CH:4][N:3]=1.[CH3:13][O:14][C:15]1[CH:16]=[C:17]([CH:19]=[C:20]([O:22][CH3:23])[CH:21]=1)[NH2:18].C([BH3-])#N.[Na+].[C:28](O)(=O)[CH3:29]. Product: [CH2:28]([C:9]1[C:2]([Cl:1])=[N:3][CH:4]=[C:5]([CH2:6][NH:18][C:17]2[CH:19]=[C:20]([O:22][CH3:23])[CH:21]=[C:15]([O:14][CH3:13])[CH:16]=2)[C:8]=1[NH:10][CH2:11][CH3:12])[CH3:29]. The catalyst class is: 191. (2) Reactant: Br[C:2]1[C:3]([F:17])=[C:4]2[O:8][C:7]([CH:9]3[CH2:11][CH2:10]3)=[N:6][C:5]2=[C:12]([C:15]#[N:16])[C:13]=1[CH3:14].C([Sn](CCCC)(CCCC)[C:23]1[S:24][CH:25]=[CH:26][CH:27]=1)CCC.C(C1C(O)=C(C(C)(C)C)C=C(C)C=1)(C)(C)C. Product: [CH:9]1([C:7]2[O:8][C:4]3[C:5](=[C:12]([C:15]#[N:16])[C:13]([CH3:14])=[C:2]([C:23]4[S:24][CH:25]=[CH:26][CH:27]=4)[C:3]=3[F:17])[N:6]=2)[CH2:11][CH2:10]1. The catalyst class is: 184. (3) Reactant: [NH2:1][C:2]1[N:11]=[C:10]([CH3:12])[C:9]2[C:8](=[N:13][OH:14])[CH2:7][CH:6]([C:15]3[CH:20]=[CH:19][CH:18]=[CH:17][C:16]=3[C:21]3[CH:26]=[CH:25][CH:24]=[CH:23][CH:22]=3)[CH2:5][C:4]=2[N:3]=1.Cl.Cl[CH2:29][CH2:30][CH2:31][N:32]1[CH2:37][CH2:36][O:35][CH2:34][CH2:33]1.[H-].[Na+].CN(C)CCCON=C1CC(C2C=C(F)C=CC=2C2C=CC=CC=2)CC2N=C(N)N=C(C)C1=2. Product: [N:32]1([CH2:31][CH2:30][CH2:29][O:14][N:13]=[C:8]2[CH2:7][CH:6]([C:15]3[CH:20]=[CH:19][CH:18]=[CH:17][C:16]=3[C:21]3[CH:26]=[CH:25][CH:24]=[CH:23][CH:22]=3)[CH2:5][C:4]3[N:3]=[C:2]([NH2:1])[N:11]=[C:10]([CH3:12])[C:9]2=3)[CH2:37][CH2:36][O:35][CH2:34][CH2:33]1. The catalyst class is: 6. (4) Reactant: [OH:1][C:2]1[CH:3]=[CH:4][C:5]2[O:10][CH2:9][C:8](=[O:11])[NH:7][C:6]=2[CH:12]=1.C(=O)([O-])[O-].[Cs+].[Cs+].[N+](C1C=CC=CC=1S(O[CH:32]1[CH2:37][CH2:36][N:35]([C:38]([O:40][C:41]([CH3:44])([CH3:43])[CH3:42])=[O:39])[CH2:34][CH2:33]1)(=O)=O)([O-])=O.S(C1C=CC([N+]([O-])=O)=CC=1)([O-])(=O)=O.[NH4+].[Cl-]. Product: [O:11]=[C:8]1[NH:7][C:6]2[CH:12]=[C:2]([O:1][CH:32]3[CH2:37][CH2:36][N:35]([C:38]([O:40][C:41]([CH3:44])([CH3:43])[CH3:42])=[O:39])[CH2:34][CH2:33]3)[CH:3]=[CH:4][C:5]=2[O:10][CH2:9]1. The catalyst class is: 3. (5) Reactant: [F:1][C:2]1[CH:14]=[C:13](F)[C:12]([F:16])=[CH:11][C:3]=1[C:4]([NH:6][S:7]([CH3:10])(=[O:9])=[O:8])=[O:5].[Cl:17][C:18]1[CH:19]=[C:20]([OH:29])[CH:21]=[N:22][C:23]=1[O:24][CH:25]1[CH2:28][CH2:27][CH2:26]1.C(=O)([O-])[O-].[K+].[K+]. Product: [Cl:17][C:18]1[CH:19]=[C:20]([O:29][C:13]2[C:12]([F:16])=[CH:11][C:3]([C:4]([NH:6][S:7]([CH3:10])(=[O:9])=[O:8])=[O:5])=[C:2]([F:1])[CH:14]=2)[CH:21]=[N:22][C:23]=1[O:24][CH:25]1[CH2:28][CH2:27][CH2:26]1. The catalyst class is: 58. (6) Reactant: [C:1]1([CH2:7][CH2:8][CH2:9][CH:10]([NH:20][C:21]([CH:23]2[CH2:28][CH2:27][CH2:26][N:25]([C:29]([CH:31]3[CH2:36][CH2:35][CH2:34][CH2:33][NH:32]3)=[O:30])[CH2:24]2)=[O:22])[CH2:11][CH2:12][CH2:13][C:14]2[CH:19]=[CH:18][CH:17]=[CH:16][CH:15]=2)[CH:6]=[CH:5][CH:4]=[CH:3][CH:2]=1.[O:37]1[CH2:39][C@@H:38]1[CH2:40][O:41][C:42]1[CH:51]=[CH:50][CH:49]=[C:48]2[C:43]=1[CH:44]=[CH:45][CH:46]=[N:47]2. Product: [C:1]1([CH2:7][CH2:8][CH2:9][CH:10]([NH:20][C:21]([CH:23]2[CH2:28][CH2:27][CH2:26][N:25]([C:29]([CH:31]3[CH2:36][CH2:35][CH2:34][CH2:33][N:32]3[CH2:39][C@@H:38]([OH:37])[CH2:40][O:41][C:42]3[CH:51]=[CH:50][CH:49]=[C:48]4[C:43]=3[CH:44]=[CH:45][CH:46]=[N:47]4)=[O:30])[CH2:24]2)=[O:22])[CH2:11][CH2:12][CH2:13][C:14]2[CH:15]=[CH:16][CH:17]=[CH:18][CH:19]=2)[CH:2]=[CH:3][CH:4]=[CH:5][CH:6]=1. The catalyst class is: 8.